Predict the product of the given reaction. From a dataset of Forward reaction prediction with 1.9M reactions from USPTO patents (1976-2016). (1) Given the reactants [CH:1]1([C:4]2[C:5]([N:24]([C:29]3[CH:30]=[CH:31][C:32]([N+:40]([O-])=O)=[C:33]([CH2:35][C:36]([O:38][CH3:39])=[O:37])[CH:34]=3)[S:25]([CH3:28])(=[O:27])=[O:26])=[CH:6][C:7]3[O:11][C:10]([C:12]4[CH:17]=[CH:16][C:15]([F:18])=[CH:14][CH:13]=4)=[C:9]([C:19](=[O:22])[NH:20][CH3:21])[C:8]=3[CH:23]=2)[CH2:3][CH2:2]1, predict the reaction product. The product is: [NH2:40][C:32]1[CH:31]=[CH:30][C:29]([N:24]([C:5]2[C:4]([CH:1]3[CH2:2][CH2:3]3)=[CH:23][C:8]3[C:9]([C:19](=[O:22])[NH:20][CH3:21])=[C:10]([C:12]4[CH:13]=[CH:14][C:15]([F:18])=[CH:16][CH:17]=4)[O:11][C:7]=3[CH:6]=2)[S:25]([CH3:28])(=[O:27])=[O:26])=[CH:34][C:33]=1[CH2:35][C:36]([O:38][CH3:39])=[O:37]. (2) Given the reactants [O:1]1[CH2:6][CH2:5][CH:4]([C:7]([OH:9])=O)[CH2:3][CH2:2]1.C[N+]1(C2N=C(OC)N=C(OC)N=2)CCOCC1.[Cl-].[F:28][C:29]([F:52])([F:51])[C:30]1[CH:35]=[CH:34][C:33]([C@@H:36]2[NH:42][CH2:41][C:40]3[CH:43]=[CH:44][C:45]([C:47]([O:49][CH3:50])=[O:48])=[CH:46][C:39]=3[O:38][CH2:37]2)=[CH:32][CH:31]=1, predict the reaction product. The product is: [O:1]1[CH2:2][CH2:3][CH:4]([C:7]([N:42]2[CH2:41][C:40]3[CH:43]=[CH:44][C:45]([C:47]([O:49][CH3:50])=[O:48])=[CH:46][C:39]=3[O:38][CH2:37][C@@H:36]2[C:33]2[CH:34]=[CH:35][C:30]([C:29]([F:51])([F:28])[F:52])=[CH:31][CH:32]=2)=[O:9])[CH2:5][CH2:6]1. (3) Given the reactants [CH:1]1([NH:6][C:7]([CH:9]2[CH2:14][CH2:13][CH2:12][NH:11][C:10]2=[O:15])=[O:8])[CH2:5][CH2:4][CH2:3][CH2:2]1.[CH2:16]=[O:17], predict the reaction product. The product is: [CH:1]1([NH:6][C:7]([C:9]2([CH2:16][OH:17])[CH2:14][CH2:13][CH2:12][NH:11][C:10]2=[O:15])=[O:8])[CH2:2][CH2:3][CH2:4][CH2:5]1. (4) Given the reactants [N+:1]([C:4]1[CH:12]=[CH:11][CH:10]=[CH:9][C:5]=1[C:6]([OH:8])=O)([O-:3])=[O:2].C(N(CC)CC)C.ClC(OCC(C)C)=O.[CH3:28][O:29][C:30]1[CH:37]=[CH:36][CH:35]=[C:34]([O:38][CH3:39])[C:31]=1[CH2:32][NH2:33], predict the reaction product. The product is: [CH3:39][O:38][C:34]1[CH:35]=[CH:36][CH:37]=[C:30]([O:29][CH3:28])[C:31]=1[CH2:32][NH:33][C:6](=[O:8])[C:5]1[CH:9]=[CH:10][CH:11]=[CH:12][C:4]=1[N+:1]([O-:3])=[O:2]. (5) Given the reactants C([O:3][C:4]([C:6]1([C:9]2[CH:14]=[CH:13][C:12]([C:15]3[CH:20]=[CH:19][C:18]([C:21]4[S:22][C:23]([Cl:38])=[CH:24][C:25]=4[NH:26][C:27]([O:29][C@@H:30]([C:32]4[C:36]([CH3:37])=[CH:35][S:34][CH:33]=4)[CH3:31])=[O:28])=[CH:17][CH:16]=3)=[CH:11][CH:10]=2)[CH2:8][CH2:7]1)=[O:5])C.[OH-].[Na+].Cl, predict the reaction product. The product is: [Cl:38][C:23]1[S:22][C:21]([C:18]2[CH:19]=[CH:20][C:15]([C:12]3[CH:11]=[CH:10][C:9]([C:6]4([C:4]([OH:5])=[O:3])[CH2:8][CH2:7]4)=[CH:14][CH:13]=3)=[CH:16][CH:17]=2)=[C:25]([NH:26][C:27]([O:29][C@@H:30]([C:32]2[C:36]([CH3:37])=[CH:35][S:34][CH:33]=2)[CH3:31])=[O:28])[CH:24]=1. (6) The product is: [OH:66][CH:63]1[CH2:64][CH2:65][N:60]([C:36]2[CH:41]=[CH:40][C:39]([N:42]3[CH2:46][CH2:45][C:44]4([CH2:51][CH2:50][O:49][CH2:48][CH2:47]4)[C:43]3=[O:52])=[C:38]([CH3:53])[CH:37]=2)[CH2:61][CH2:62]1. Given the reactants C1(P(C2CCCCC2)C2C=CC=CC=2C2C(C(C)C)=CC(C(C)C)=CC=2C(C)C)CCCCC1.Br[C:36]1[CH:41]=[CH:40][C:39]([N:42]2[CH2:46][CH2:45][C:44]3([CH2:51][CH2:50][O:49][CH2:48][CH2:47]3)[C:43]2=[O:52])=[C:38]([CH3:53])[CH:37]=1.CC(C)([O-])C.[Na+].[NH:60]1[CH2:65][CH2:64][CH:63]([OH:66])[CH2:62][CH2:61]1, predict the reaction product. (7) Given the reactants [N-:1]=[N+]=[N-].[Na+].[Br:5][C:6]1[CH:14]=[C:13]2[C:9]([CH2:10][CH2:11][C:12]2=[O:15])=[CH:8][CH:7]=1.CS(O)(=O)=O, predict the reaction product. The product is: [Br:5][C:6]1[CH:14]=[C:13]2[C:9]([CH2:10][CH2:11][NH:1][C:12]2=[O:15])=[CH:8][CH:7]=1.